This data is from Catalyst prediction with 721,799 reactions and 888 catalyst types from USPTO. The task is: Predict which catalyst facilitates the given reaction. (1) Reactant: [H-].[Na+].[CH:3]1[C:19]2[CH2:18][C@H:17]3[N:20]([CH2:22][CH2:23][C@@:9]45[C@H:16]3[CH:15]=[CH:14][C@H:12]([OH:13])[C@@H:10]4[O:11][C:7]([C:8]=25)=[C:5]([OH:6])[CH:4]=1)[CH3:21].Br[CH2:25][CH2:26][CH2:27][N:28]1[C:32](=[O:33])[C:31]2=[CH:34][CH:35]=[CH:36][CH:37]=[C:30]2[C:29]1=[O:38].[NH4+].[OH-].II. Product: [C:29]1(=[O:38])[N:28]([CH2:27][CH2:26][CH2:25][O:6][C:5]2[CH:4]=[CH:3][C:19]3[CH2:18][C@H:17]4[N:20]([CH3:21])[CH2:22][CH2:23][C@:9]56[C:8]=3[C:7]=2[O:11][C@H:10]5[C@@H:12]([OH:13])[CH:14]=[CH:15][C@@H:16]46)[C:32](=[O:33])[C:31]2=[CH:34][CH:35]=[CH:36][CH:37]=[C:30]12. The catalyst class is: 72. (2) Reactant: [CH:1]1[C:2]([CH2:10][C@@H:11]([NH2:28])[CH2:12][C:13]([N:15]2[CH2:27][C:19]3=[N:20][N:21]=[C:22]([C:23]([F:26])([F:25])[F:24])[N:18]3[CH2:17][CH2:16]2)=[O:14])=[C:3]([F:9])[CH:4]=[C:5]([F:8])[C:6]=1[F:7].[C:29]([OH:44])(=[O:43])[CH2:30][CH2:31][CH2:32][CH2:33][CH2:34][CH2:35][CH2:36][CH2:37][CH2:38][CH2:39][CH2:40][CH2:41][CH3:42]. Product: [CH:1]1[C:2]([CH2:10][C@@H:11]([NH2:28])[CH2:12][C:13]([N:15]2[CH2:27][C:19]3=[N:20][N:21]=[C:22]([C:23]([F:26])([F:25])[F:24])[N:18]3[CH2:17][CH2:16]2)=[O:14])=[C:3]([F:9])[CH:4]=[C:5]([F:8])[C:6]=1[F:7].[C:29]([O-:44])(=[O:43])[CH2:30][CH2:31][CH2:32][CH2:33][CH2:34][CH2:35][CH2:36][CH2:37][CH2:38][CH2:39][CH2:40][CH2:41][CH3:42]. The catalyst class is: 32. (3) Reactant: [O:1]=[C:2]([C:8]1[CH:13]=[CH:12][C:11]([C:14]2[CH:19]=[CH:18][C:17]([O:20][C:21]([F:24])([F:23])[F:22])=[CH:16][CH:15]=2)=[CH:10][CH:9]=1)[CH2:3][CH2:4][C:5]([OH:7])=[O:6].[CH3:25]OC(OC)(C)C.C[Si](Cl)(C)C. Product: [CH3:25][O:6][C:5](=[O:7])[CH2:4][CH2:3][C:2](=[O:1])[C:8]1[CH:9]=[CH:10][C:11]([C:14]2[CH:19]=[CH:18][C:17]([O:20][C:21]([F:22])([F:23])[F:24])=[CH:16][CH:15]=2)=[CH:12][CH:13]=1. The catalyst class is: 5. (4) The catalyst class is: 66. Product: [CH3:13][C:6]1[C:7]([O:8][CH2:9][CH:10]([NH2:12])[CH3:11])=[C:2]([CH3:1])[CH:3]=[CH:4][CH:5]=1. Reactant: [CH3:1][C:2]1[C:7]([O:8][CH2:9][CH:10]([NH2:12])[CH3:11])=[C:6]([CH3:13])[CH:5]=[CH:4][CH:3]=1.Cl.C(O[BH-](OC(=O)C)OC(=O)C)(=O)C.[Na+].C(N(CC)C(C)C)(C)C.C(=O)([O-])[O-].[Cs+].[Cs+].CS(Cl)(=O)=O.